Dataset: Forward reaction prediction with 1.9M reactions from USPTO patents (1976-2016). Task: Predict the product of the given reaction. (1) Given the reactants [Br:1][C:2]1[CH:10]=[C:9]2[C:5]([CH2:6][N:7](CC3C=CC(OC)=CC=3)[CH2:8]2)=[CH:4][C:3]=1[CH2:20][OH:21].[C:30](O[C:30]([O:32][C:33]([CH3:36])([CH3:35])[CH3:34])=[O:31])([O:32][C:33]([CH3:36])([CH3:35])[CH3:34])=[O:31], predict the reaction product. The product is: [Br:1][C:2]1[CH:10]=[C:9]2[C:5](=[CH:4][C:3]=1[CH2:20][OH:21])[CH2:6][N:7]([C:30]([O:32][C:33]([CH3:34])([CH3:35])[CH3:36])=[O:31])[CH2:8]2. (2) Given the reactants [CH3:1][C:2]1[S:6][C:5]([C:7](Cl)=[O:8])=[CH:4][CH:3]=1.[NH2:10][C:11]1[S:12][C:13]2[C:19]([N:20]3[CH2:25][CH2:24][O:23][CH2:22][CH2:21]3)=[CH:18][CH:17]=[C:16]([O:26][CH3:27])[C:14]=2[N:15]=1, predict the reaction product. The product is: [CH3:27][O:26][C:16]1[C:14]2[N:15]=[C:11]([NH:10][C:7]([C:5]3[S:6][C:2]([CH3:1])=[CH:3][CH:4]=3)=[O:8])[S:12][C:13]=2[C:19]([N:20]2[CH2:25][CH2:24][O:23][CH2:22][CH2:21]2)=[CH:18][CH:17]=1. (3) Given the reactants C([O:3][C:4](=[O:37])[C:5]([CH3:36])([CH3:35])[C:6]([NH:8][C@@H:9]1[C:15](=[O:16])[N:14]([CH2:17][CH2:18][O:19][CH2:20][C:21]2[CH:26]=[CH:25][CH:24]=[CH:23][CH:22]=2)[C:13]2[CH:27]=[CH:28][CH:29]=[CH:30][C:12]=2[C:11]2[CH:31]=[CH:32][CH:33]=[CH:34][C:10]1=2)=[O:7])C.[OH-].[Li+], predict the reaction product. The product is: [CH2:20]([O:19][CH2:18][CH2:17][N:14]1[C:15](=[O:16])[C@@H:9]([NH:8][C:6](=[O:7])[C:5]([CH3:36])([CH3:35])[C:4]([OH:37])=[O:3])[C:10]2[CH:34]=[CH:33][CH:32]=[CH:31][C:11]=2[C:12]2[CH:30]=[CH:29][CH:28]=[CH:27][C:13]1=2)[C:21]1[CH:22]=[CH:23][CH:24]=[CH:25][CH:26]=1.